Task: Predict the product of the given reaction.. Dataset: Forward reaction prediction with 1.9M reactions from USPTO patents (1976-2016) (1) The product is: [CH2:35]([O:5][C:4](=[O:6])[CH2:3][CH2:2][C:1]([O:8][CH2:22][CH:21]=[CH2:20])=[O:7])[CH:33]=[CH2:34]. Given the reactants [C:1]([O-:8])(=[O:7])[CH2:2][CH2:3][C:4]([O-:6])=[O:5].CN(C(ON1N=NC2[CH:20]=[CH:21][CH:22]=NC1=2)=[N+](C)C)C.F[P-](F)(F)(F)(F)F.[CH:33](N(C(C)C)CC)([CH3:35])[CH3:34].N, predict the reaction product. (2) Given the reactants [Si]([O:8][C:9]1[C:10]([F:25])=[C:11]([C:15]([CH2:21][CH:22]2[CH2:24][CH2:23]2)=[CH:16][C:17]([O:19][CH3:20])=[O:18])[CH:12]=[CH:13][CH:14]=1)(C(C)(C)C)(C)C.[Mg].[F-].[K+], predict the reaction product. The product is: [CH:22]1([CH2:21][CH:15]([C:11]2[CH:12]=[CH:13][CH:14]=[C:9]([OH:8])[C:10]=2[F:25])[CH2:16][C:17]([O:19][CH3:20])=[O:18])[CH2:23][CH2:24]1. (3) Given the reactants COC(=O)C1C=CC(N)=NC=1.COC(=O)[C:15]1[CH:20]=[CH:19][C:18]([NH:21][C:22](=[O:40])[CH:23]([C:30]2[CH:35]=[CH:34][C:33]([C:36]([F:39])([F:38])[F:37])=[CH:32][CH:31]=2)[CH2:24][CH:25]2[CH2:29][CH2:28][CH2:27][CH2:26]2)=[N:17][CH:16]=1, predict the reaction product. The product is: [CH:25]1([CH2:24][CH:23]([C:30]2[CH:35]=[CH:34][C:33]([C:36]([F:39])([F:37])[F:38])=[CH:32][CH:31]=2)[C:22]([NH:21][C:18]2[CH:19]=[CH:20][CH:15]=[CH:16][N:17]=2)=[O:40])[CH2:29][CH2:28][CH2:27][CH2:26]1.